This data is from Reaction yield outcomes from USPTO patents with 853,638 reactions. The task is: Predict the reaction yield, written as a fraction of the theoretical maximum amount of product (1.0 means a 100% yield; for example, 0.34 means a 34% yield). The reactants are [Br:1][C:2]1[CH:3]=[C:4]([CH3:13])[C:5]2[NH:9][C:8]([NH:10][CH3:11])=[N:7][C:6]=2[CH:12]=1.C(N(C(C)C)CC)(C)C.[C:23](O[C:23]([O:25][C:26]([CH3:29])([CH3:28])[CH3:27])=[O:24])([O:25][C:26]([CH3:29])([CH3:28])[CH3:27])=[O:24]. The catalyst is CN(C)C=O. The product is [Br:1][C:2]1[CH:3]=[C:4]([CH3:13])[C:5]2[N:9]=[C:8]([NH:10][CH3:11])[N:7]([C:23]([O:25][C:26]([CH3:29])([CH3:28])[CH3:27])=[O:24])[C:6]=2[CH:12]=1. The yield is 0.510.